From a dataset of HIV replication inhibition screening data with 41,000+ compounds from the AIDS Antiviral Screen. Binary Classification. Given a drug SMILES string, predict its activity (active/inactive) in a high-throughput screening assay against a specified biological target. (1) The molecule is Cc1cc(Cl)ccc1NC(=O)C(=O)Cc1nc2ccc(C(=O)c3ccccc3)cc2nc1O. The result is 0 (inactive). (2) The compound is N#CC(=CN1CC(=O)NC1=S)C(N)=O. The result is 0 (inactive).